Dataset: NCI-60 drug combinations with 297,098 pairs across 59 cell lines. Task: Regression. Given two drug SMILES strings and cell line genomic features, predict the synergy score measuring deviation from expected non-interaction effect. (1) Drug 1: CC1=CC=C(C=C1)C2=CC(=NN2C3=CC=C(C=C3)S(=O)(=O)N)C(F)(F)F. Drug 2: CC1=C(C(=CC=C1)Cl)NC(=O)C2=CN=C(S2)NC3=CC(=NC(=N3)C)N4CCN(CC4)CCO. Cell line: IGROV1. Synergy scores: CSS=31.7, Synergy_ZIP=5.88, Synergy_Bliss=13.3, Synergy_Loewe=-34.8, Synergy_HSA=9.86. (2) Drug 2: C1CC(=O)NC(=O)C1N2C(=O)C3=CC=CC=C3C2=O. Cell line: UACC62. Drug 1: C1CN1P(=S)(N2CC2)N3CC3. Synergy scores: CSS=26.7, Synergy_ZIP=-6.97, Synergy_Bliss=-0.399, Synergy_Loewe=-16.5, Synergy_HSA=-1.81. (3) Drug 1: C1=NC2=C(N1)C(=S)N=C(N2)N. Drug 2: CN(C(=O)NC(C=O)C(C(C(CO)O)O)O)N=O. Cell line: HS 578T. Synergy scores: CSS=23.5, Synergy_ZIP=-1.94, Synergy_Bliss=-4.25, Synergy_Loewe=-19.2, Synergy_HSA=-4.21. (4) Drug 1: CN1C(=O)N2C=NC(=C2N=N1)C(=O)N. Drug 2: CC1=C2C(C(=O)C3(C(CC4C(C3C(C(C2(C)C)(CC1OC(=O)C(C(C5=CC=CC=C5)NC(=O)OC(C)(C)C)O)O)OC(=O)C6=CC=CC=C6)(CO4)OC(=O)C)O)C)O. Cell line: CCRF-CEM. Synergy scores: CSS=2.85, Synergy_ZIP=-3.28, Synergy_Bliss=-4.63, Synergy_Loewe=-5.89, Synergy_HSA=-6.96. (5) Drug 1: CC1C(C(CC(O1)OC2CC(OC(C2O)C)OC3=CC4=CC5=C(C(=O)C(C(C5)C(C(=O)C(C(C)O)O)OC)OC6CC(C(C(O6)C)O)OC7CC(C(C(O7)C)O)OC8CC(C(C(O8)C)O)(C)O)C(=C4C(=C3C)O)O)O)O. Drug 2: C1CCC(C(C1)N)N.C(=O)(C(=O)[O-])[O-].[Pt+4]. Cell line: RPMI-8226. Synergy scores: CSS=62.2, Synergy_ZIP=-0.922, Synergy_Bliss=-0.994, Synergy_Loewe=-3.17, Synergy_HSA=-0.943. (6) Drug 2: CS(=O)(=O)CCNCC1=CC=C(O1)C2=CC3=C(C=C2)N=CN=C3NC4=CC(=C(C=C4)OCC5=CC(=CC=C5)F)Cl. Cell line: HT29. Drug 1: C1=CC(=CC=C1CCC2=CNC3=C2C(=O)NC(=N3)N)C(=O)NC(CCC(=O)O)C(=O)O. Synergy scores: CSS=35.5, Synergy_ZIP=3.13, Synergy_Bliss=1.92, Synergy_Loewe=-18.2, Synergy_HSA=-1.51. (7) Drug 1: CC(CN1CC(=O)NC(=O)C1)N2CC(=O)NC(=O)C2. Drug 2: CC1=C(C(CCC1)(C)C)C=CC(=CC=CC(=CC(=O)O)C)C. Cell line: OVCAR-4. Synergy scores: CSS=15.5, Synergy_ZIP=-2.64, Synergy_Bliss=2.05, Synergy_Loewe=0.796, Synergy_HSA=0.371.